This data is from Full USPTO retrosynthesis dataset with 1.9M reactions from patents (1976-2016). The task is: Predict the reactants needed to synthesize the given product. Given the product [Cl:1][C:14]1[C:15]([OH:22])=[C:16]([C:18]([O:20][CH3:21])=[O:19])[CH:17]=[C:12]([CH:9]2[CH2:11][CH2:10]2)[C:13]=1[C:23]1[CH:28]=[CH:27][C:26]([F:29])=[CH:25][CH:24]=1, predict the reactants needed to synthesize it. The reactants are: [Cl:1]N1C(=O)CCC1=O.[CH:9]1([C:12]2[CH:17]=[C:16]([C:18]([O:20][CH3:21])=[O:19])[C:15]([OH:22])=[CH:14][C:13]=2[C:23]2[CH:28]=[CH:27][C:26]([F:29])=[CH:25][CH:24]=2)[CH2:11][CH2:10]1.O.